Dataset: Catalyst prediction with 721,799 reactions and 888 catalyst types from USPTO. Task: Predict which catalyst facilitates the given reaction. (1) Reactant: I[C:2]1[CH:3]=[N:4][CH:5]=[C:6]([C:9]=1[NH:10][C:11]1[C:12]([CH3:20])=[C:13]2[C:17](=[CH:18][CH:19]=1)[NH:16][CH:15]=[CH:14]2)[C:7]#[N:8].C([Sn](CCCC)(CCCC)[C:26]1[O:27][C:28]2[CH:34]=[CH:33][C:32]([CH:35]=[O:36])=[CH:31][C:29]=2[CH:30]=1)CCC. Product: [CH:35]([C:32]1[CH:33]=[CH:34][C:28]2[O:27][C:26]([C:2]3[CH:3]=[N:4][CH:5]=[C:6]([C:9]=3[NH:10][C:11]3[C:12]([CH3:20])=[C:13]4[C:17](=[CH:18][CH:19]=3)[NH:16][CH:15]=[CH:14]4)[C:7]#[N:8])=[CH:30][C:29]=2[CH:31]=1)=[O:36]. The catalyst class is: 128. (2) Reactant: C1(C)C=CC(S([O-])(=O)=O)=CC=1.[NH+]1C=CC=CC=1.C(OC([O:23][CH:24]1[CH2:36][CH2:35][C:34]([O:38]C(OCC)C)([CH3:37])[CH:33]([O:44][C:45](=[O:53])[CH2:46][N:47]2[CH2:52][CH2:51][O:50][CH2:49][CH2:48]2)[CH:32]=[CH:31][CH:30]([CH3:54])[CH:29](/[C:55](/[CH3:76])=[CH:56]/[CH:57]=[CH:58]/[CH:59]([CH3:75])[CH2:60][CH:61]2[O:74][CH:62]2[CH:63]([CH3:73])[CH:64]([O:67]C(OCC)C)[CH2:65][CH3:66])[O:28][C:26](=[O:27])[CH2:25]1)C)C. Product: [OH:23][CH:24]1[CH2:36][CH2:35][C:34]([OH:38])([CH3:37])[CH:33]([O:44][C:45](=[O:53])[CH2:46][N:47]2[CH2:48][CH2:49][O:50][CH2:51][CH2:52]2)[CH:32]=[CH:31][CH:30]([CH3:54])[CH:29](/[C:55](/[CH3:76])=[CH:56]/[CH:57]=[CH:58]/[CH:59]([CH3:75])[CH2:60][CH:61]2[O:74][CH:62]2[CH:63]([CH3:73])[CH:64]([OH:67])[CH2:65][CH3:66])[O:28][C:26](=[O:27])[CH2:25]1. The catalyst class is: 5.